From a dataset of NCI-60 drug combinations with 297,098 pairs across 59 cell lines. Regression. Given two drug SMILES strings and cell line genomic features, predict the synergy score measuring deviation from expected non-interaction effect. (1) Drug 1: CN(CC1=CN=C2C(=N1)C(=NC(=N2)N)N)C3=CC=C(C=C3)C(=O)NC(CCC(=O)O)C(=O)O. Drug 2: COC1=NC(=NC2=C1N=CN2C3C(C(C(O3)CO)O)O)N. Cell line: U251. Synergy scores: CSS=12.8, Synergy_ZIP=-3.67, Synergy_Bliss=-4.51, Synergy_Loewe=-32.1, Synergy_HSA=-3.66. (2) Drug 1: CC12CCC(CC1=CCC3C2CCC4(C3CC=C4C5=CN=CC=C5)C)O. Drug 2: C1CNP(=O)(OC1)N(CCCl)CCCl. Cell line: BT-549. Synergy scores: CSS=-1.53, Synergy_ZIP=-0.0445, Synergy_Bliss=-2.25, Synergy_Loewe=-3.26, Synergy_HSA=-3.03. (3) Drug 2: CCCCC(=O)OCC(=O)C1(CC(C2=C(C1)C(=C3C(=C2O)C(=O)C4=C(C3=O)C=CC=C4OC)O)OC5CC(C(C(O5)C)O)NC(=O)C(F)(F)F)O. Cell line: OVCAR-8. Synergy scores: CSS=0.197, Synergy_ZIP=0.532, Synergy_Bliss=0.665, Synergy_Loewe=-0.819, Synergy_HSA=-0.494. Drug 1: CC1=CC2C(CCC3(C2CCC3(C(=O)C)OC(=O)C)C)C4(C1=CC(=O)CC4)C. (4) Drug 1: CN1CCC(CC1)COC2=C(C=C3C(=C2)N=CN=C3NC4=C(C=C(C=C4)Br)F)OC. Cell line: SNB-19. Synergy scores: CSS=15.2, Synergy_ZIP=0.713, Synergy_Bliss=6.72, Synergy_Loewe=4.31, Synergy_HSA=6.68. Drug 2: C1CN1P(=S)(N2CC2)N3CC3. (5) Drug 1: C1=CC(=CC=C1CCCC(=O)O)N(CCCl)CCCl. Drug 2: CC12CCC3C(C1CCC2OP(=O)(O)O)CCC4=C3C=CC(=C4)OC(=O)N(CCCl)CCCl.[Na+]. Cell line: MCF7. Synergy scores: CSS=19.4, Synergy_ZIP=-7.36, Synergy_Bliss=-4.61, Synergy_Loewe=-21.8, Synergy_HSA=-11.1. (6) Drug 1: COC1=C(C=C2C(=C1)N=CN=C2NC3=CC(=C(C=C3)F)Cl)OCCCN4CCOCC4. Drug 2: C1=NC2=C(N=C(N=C2N1C3C(C(C(O3)CO)O)F)Cl)N. Cell line: M14. Synergy scores: CSS=23.9, Synergy_ZIP=-1.85, Synergy_Bliss=-2.70, Synergy_Loewe=-19.4, Synergy_HSA=-0.978. (7) Drug 1: CC1C(C(CC(O1)OC2CC(CC3=C2C(=C4C(=C3O)C(=O)C5=C(C4=O)C(=CC=C5)OC)O)(C(=O)C)O)N)O.Cl. Drug 2: CC12CCC3C(C1CCC2OP(=O)(O)O)CCC4=C3C=CC(=C4)OC(=O)N(CCCl)CCCl.[Na+]. Cell line: OVCAR3. Synergy scores: CSS=3.05, Synergy_ZIP=-7.51, Synergy_Bliss=-10.5, Synergy_Loewe=-11.0, Synergy_HSA=-10.6. (8) Drug 1: COC1=CC(=CC(=C1O)OC)C2C3C(COC3=O)C(C4=CC5=C(C=C24)OCO5)OC6C(C(C7C(O6)COC(O7)C8=CC=CS8)O)O. Drug 2: CC1=CC=C(C=C1)C2=CC(=NN2C3=CC=C(C=C3)S(=O)(=O)N)C(F)(F)F. Cell line: DU-145. Synergy scores: CSS=44.2, Synergy_ZIP=9.57, Synergy_Bliss=8.88, Synergy_Loewe=0.594, Synergy_HSA=10.9. (9) Drug 1: CC1=CC=C(C=C1)C2=CC(=NN2C3=CC=C(C=C3)S(=O)(=O)N)C(F)(F)F. Drug 2: C(CC(=O)O)C(=O)CN.Cl. Cell line: HOP-92. Synergy scores: CSS=1.59, Synergy_ZIP=-0.116, Synergy_Bliss=-0.381, Synergy_Loewe=-4.16, Synergy_HSA=-4.54. (10) Drug 1: CC=C1C(=O)NC(C(=O)OC2CC(=O)NC(C(=O)NC(CSSCCC=C2)C(=O)N1)C(C)C)C(C)C. Drug 2: C1CN(P(=O)(OC1)NCCCl)CCCl. Cell line: COLO 205. Synergy scores: CSS=58.5, Synergy_ZIP=4.15, Synergy_Bliss=1.91, Synergy_Loewe=-52.8, Synergy_HSA=-2.76.